Dataset: Forward reaction prediction with 1.9M reactions from USPTO patents (1976-2016). Task: Predict the product of the given reaction. (1) Given the reactants O1C=CC=C1[C:6]1[C:14]2[C:13]([CH3:15])=[N:12][CH:11]=[N:10][C:9]=2[N:8]([C@@H:16]2[O:22][C@H:21]([CH2:23][OH:24])[C@@H:19]([OH:20])[C@H:17]2[OH:18])[CH:7]=1.BrC1C2C(C)=NC=NC=2N([C@@H]2O[C@H](CO)[C@@H](O)[C@H]2O)C=1.[S:45]1[CH:49]=[CH:48][C:47](B(O)O)=[CH:46]1, predict the reaction product. The product is: [CH3:15][C:13]1[C:14]2[C:6]([C:47]3[CH:48]=[CH:49][S:45][CH:46]=3)=[CH:7][N:8]([C@@H:16]3[O:22][C@H:21]([CH2:23][OH:24])[C@@H:19]([OH:20])[C@H:17]3[OH:18])[C:9]=2[N:10]=[CH:11][N:12]=1. (2) Given the reactants [N:1]1[CH:6]=[CH:5][CH:4]=[N:3][C:2]=1[C:7]1[CH:14]=[CH:13][C:10]([CH:11]=O)=[CH:9][CH:8]=1.[Br-].[O:16]1CCO[CH:17]1[CH2:21][P+](C1C=CC=CC=1)(C1C=CC=CC=1)C1C=CC=CC=1.COCCOCCN(CCOCCOC)CCOCCOC, predict the reaction product. The product is: [N:1]1[CH:6]=[CH:5][CH:4]=[N:3][C:2]=1[C:7]1[CH:14]=[CH:13][C:10](/[CH:11]=[CH:21]/[CH:17]=[O:16])=[CH:9][CH:8]=1. (3) Given the reactants [CH2:1]([O:3][C:4](=[O:52])[C@@H:5]([O:49][CH2:50][CH3:51])[CH2:6][C:7]1[CH:12]=[CH:11][C:10]([O:13][CH2:14]/[CH:15]=[CH:16]/[C:17]#[C:18][C:19]2[CH:24]=[CH:23][C:22]([C:25]#[C:26]/[CH:27]=[CH:28]/[CH2:29][O:30][C:31]3[CH:36]=[CH:35][C:34]([CH2:37][C@H:38]([O:44][CH2:45][CH3:46])[C:39]([O:41]CC)=[O:40])=[CH:33][C:32]=3[Br:47])=[CH:21][CH:20]=2)=[C:9]([Br:48])[CH:8]=1)[CH3:2].[OH-].[Na+], predict the reaction product. The product is: [Br:47][C:32]1[CH:33]=[C:34]([CH2:37][C@H:38]([O:44][CH2:45][CH3:46])[C:39]([OH:41])=[O:40])[CH:35]=[CH:36][C:31]=1[O:30][CH2:29]/[CH:28]=[CH:27]/[C:26]#[C:25][C:22]1[CH:21]=[CH:20][C:19]([C:18]#[C:17]/[CH:16]=[CH:15]/[CH2:14][O:13][C:10]2[CH:11]=[CH:12][C:7]([CH2:6][C@H:5]([O:49][CH2:50][CH3:51])[C:4]([O:3][CH2:1][CH3:2])=[O:52])=[CH:8][C:9]=2[Br:48])=[CH:24][CH:23]=1.